Dataset: Catalyst prediction with 721,799 reactions and 888 catalyst types from USPTO. Task: Predict which catalyst facilitates the given reaction. Reactant: [CH2:1]([O:3][C:4](=[O:34])[CH2:5][CH2:6][CH2:7][CH2:8][CH2:9][CH2:10][N:11]1[C:15]2=[N:16][C:17]([C:27]3[CH:32]=[CH:31][C:30]([CH3:33])=[CH:29][CH:28]=3)=[C:18]([C:20]3[CH:25]=[CH:24][C:23]([CH3:26])=[CH:22][CH:21]=3)[N:19]=[C:14]2[CH:13]=[CH:12]1)[CH3:2].C([O-])=O.[NH4+]. Product: [C:23]1([CH3:26])[CH:22]=[CH:21][C:20]([C:18]2[N:19]=[C:14]3[CH2:13][CH2:12][N:11]([CH2:10][CH2:9][CH2:8][CH2:7][CH2:6][CH2:5][C:4]([O:3][CH2:1][CH3:2])=[O:34])[C:15]3=[N:16][C:17]=2[C:27]2[CH:32]=[CH:31][C:30]([CH3:33])=[CH:29][CH:28]=2)=[CH:25][CH:24]=1. The catalyst class is: 50.